Predict the reactants needed to synthesize the given product. From a dataset of Full USPTO retrosynthesis dataset with 1.9M reactions from patents (1976-2016). (1) Given the product [Cl:1][C:2]1[C:3]([O:12][C:13]2[CH:18]=[CH:17][C:16]([S:21]([Cl:20])(=[O:23])=[O:22])=[CH:15][C:14]=2[CH3:19])=[N:4][CH:5]=[C:6]([C:8]([F:11])([F:9])[F:10])[CH:7]=1, predict the reactants needed to synthesize it. The reactants are: [Cl:1][C:2]1[C:3]([O:12][C:13]2[CH:18]=[CH:17][CH:16]=[CH:15][C:14]=2[CH3:19])=[N:4][CH:5]=[C:6]([C:8]([F:11])([F:10])[F:9])[CH:7]=1.[Cl:20][S:21](O)(=[O:23])=[O:22].O.[OH-].[Na+]. (2) Given the product [OH:1][CH:2]([C:11]([CH3:26])([S:13]([C:16]1[CH:21]=[CH:20][CH:19]=[C:18]([C:22]([F:25])([F:23])[F:24])[CH:17]=1)(=[O:14])=[O:15])[CH3:12])[CH2:3][C:4]([OH:6])=[O:5], predict the reactants needed to synthesize it. The reactants are: [OH:1][CH:2]([C:11]([CH3:26])([S:13]([C:16]1[CH:21]=[CH:20][CH:19]=[C:18]([C:22]([F:25])([F:24])[F:23])[CH:17]=1)(=[O:15])=[O:14])[CH3:12])[CH2:3][C:4]([O:6]C(C)(C)C)=[O:5]. (3) Given the product [Cl:12][C:13]1[CH:14]=[C:15]([S:20][C:2]2[N:6]([CH2:7][CH3:8])[N:5]=[C:4]([CH3:9])[C:3]=2[CH:10]=[O:11])[CH:16]=[C:17]([Cl:19])[CH:18]=1, predict the reactants needed to synthesize it. The reactants are: Cl[C:2]1[N:6]([CH2:7][CH3:8])[N:5]=[C:4]([CH3:9])[C:3]=1[CH:10]=[O:11].[Cl:12][C:13]1[CH:14]=[C:15]([SH:20])[CH:16]=[C:17]([Cl:19])[CH:18]=1.C(=O)([O-])[O-].[K+].[K+].O. (4) Given the product [NH:1]1[C:9]2[C:4](=[CH:5][C:6]([NH:10][C:11]3[C:12]4[C:27]([CH3:28])=[CH:26][O:25][C:13]=4[N:14]=[C:15]([C:17]4[CH:18]=[C:19]([OH:23])[CH:20]=[CH:21][CH:22]=4)[N:16]=3)=[CH:7][CH:8]=2)[CH:3]=[N:2]1, predict the reactants needed to synthesize it. The reactants are: [NH:1]1[C:9]2[C:4](=[CH:5][C:6]([NH:10][C:11]3[C:12]4[C:27]([CH3:28])=[CH:26][O:25][C:13]=4[N:14]=[C:15]([C:17]4[CH:22]=[CH:21][CH:20]=[C:19]([O:23]C)[CH:18]=4)[N:16]=3)=[CH:7][CH:8]=2)[CH:3]=[N:2]1.B(Br)(Br)Br. (5) The reactants are: [CH3:1][O:2][C:3]1[CH:12]=[CH:11][C:6]([C:7](=[O:10])[CH2:8]Br)=[CH:5][CH:4]=1.[C:13]1(=[O:23])[NH:17][C:16](=[O:18])[C:15]2=[CH:19][CH:20]=[CH:21][CH:22]=[C:14]12.[K]. Given the product [CH3:1][O:2][C:3]1[CH:12]=[CH:11][C:6]([C:7](=[O:10])[CH2:8][N:17]2[C:13](=[O:23])[C:14]3[C:15](=[CH:19][CH:20]=[CH:21][CH:22]=3)[C:16]2=[O:18])=[CH:5][CH:4]=1, predict the reactants needed to synthesize it.